Task: Predict the reaction yield, written as a fraction of the theoretical maximum amount of product (1.0 means a 100% yield; for example, 0.34 means a 34% yield).. Dataset: Reaction yield outcomes from USPTO patents with 853,638 reactions (1) The reactants are [CH:1]([C:4]1[CH:9]=[C:8]([N+:10]([O-])=O)[CH:7]=[C:6]([CH:13]([CH3:15])[CH3:14])[C:5]=1[NH:16][S:17]([C:20]1[CH:25]=[CH:24][C:23]([CH3:26])=[CH:22][CH:21]=1)(=[O:19])=[O:18])([CH3:3])[CH3:2].[OH-].[Na+]. The catalyst is C(O)C.C(OCC)(=O)C. The product is [NH2:10][C:8]1[CH:9]=[C:4]([CH:1]([CH3:3])[CH3:2])[C:5]([NH:16][S:17]([C:20]2[CH:21]=[CH:22][C:23]([CH3:26])=[CH:24][CH:25]=2)(=[O:19])=[O:18])=[C:6]([CH:13]([CH3:15])[CH3:14])[CH:7]=1. The yield is 0.760. (2) The reactants are [C:1]([O:5][C:6]([N:8]1[CH2:13][CH2:12][CH:11]([N:14]2[C:22]3[C:17](=[CH:18][CH:19]=[C:20]([F:23])[CH:21]=3)[C:16]([C:24]3[N:25]=[C:26]4[C:32]([C:33](O)=[O:34])=[CH:31][N:30]([CH2:36][O:37][CH2:38][CH2:39][Si:40]([CH3:43])([CH3:42])[CH3:41])[C:27]4=[N:28][CH:29]=3)=[N:15]2)[CH2:10][CH2:9]1)=[O:7])([CH3:4])([CH3:3])[CH3:2].[C:44]([NH2:48])([CH3:47])([CH3:46])[CH3:45].CN(C(ON1N=NC2C=CC=NC1=2)=[N+](C)C)C.F[P-](F)(F)(F)(F)F.O. The catalyst is CN(C=O)C. The product is [C:44]([NH:48][C:33]([C:32]1[C:26]2[C:27](=[N:28][CH:29]=[C:24]([C:16]3[C:17]4[C:22](=[CH:21][C:20]([F:23])=[CH:19][CH:18]=4)[N:14]([CH:11]4[CH2:10][CH2:9][N:8]([C:6]([O:5][C:1]([CH3:3])([CH3:2])[CH3:4])=[O:7])[CH2:13][CH2:12]4)[N:15]=3)[N:25]=2)[N:30]([CH2:36][O:37][CH2:38][CH2:39][Si:40]([CH3:43])([CH3:42])[CH3:41])[CH:31]=1)=[O:34])([CH3:47])([CH3:46])[CH3:45]. The yield is 0.510. (3) The reactants are Cl[C:2]1[CH:3]=[C:4]([CH:18]=[C:19]([NH:21][CH:22]([CH3:24])[CH3:23])[N:20]=1)[C:5]([NH:7][CH2:8][C:9]1[C:10](=[O:17])[NH:11][C:12]([CH3:16])=[CH:13][C:14]=1[CH3:15])=[O:6].B(O)O.[C:28]([O-:31])([O-])=O.[Na+].[Na+].O1[CH2:39][CH2:38]OCC1.O. The catalyst is C1C=CC([P]([Pd]([P](C2C=CC=CC=2)(C2C=CC=CC=2)C2C=CC=CC=2)([P](C2C=CC=CC=2)(C2C=CC=CC=2)C2C=CC=CC=2)[P](C2C=CC=CC=2)(C2C=CC=CC=2)C2C=CC=CC=2)(C2C=CC=CC=2)C2C=CC=CC=2)=CC=1. The product is [CH3:15][C:14]1[CH:13]=[C:12]([CH3:16])[NH:11][C:10](=[O:17])[C:9]=1[CH2:8][NH:7][C:5](=[O:6])[C:4]1[CH:18]=[C:19]([NH:21][CH:22]([CH3:24])[CH3:23])[N:20]=[C:2]([C:39]2[CH:38]=[CH:5][C:4]([CH:28]=[O:31])=[CH:3][CH:2]=2)[CH:3]=1. The yield is 0.857.